This data is from Forward reaction prediction with 1.9M reactions from USPTO patents (1976-2016). The task is: Predict the product of the given reaction. (1) Given the reactants [Br:1][C:2]1[CH:7]=[CH:6][CH:5]=[CH:4][C:3]=1[N:8]1[CH2:17][C:16]2[C:11](=[N:12][C:13](S(C)(=O)=O)=[N:14][CH:15]=2)[N:10]([CH3:22])[C:9]1=[O:23].[NH2:24][C:25]1[CH:36]=[CH:35][C:28]2[N:29]([CH3:34])[C:30](=[O:33])[CH2:31][S:32][C:27]=2[CH:26]=1.C(O)(C(F)(F)F)=O, predict the reaction product. The product is: [Br:1][C:2]1[CH:7]=[CH:6][CH:5]=[CH:4][C:3]=1[N:8]1[CH2:17][C:16]2[C:11](=[N:12][C:13]([NH:24][C:25]3[CH:36]=[CH:35][C:28]4[N:29]([CH3:34])[C:30](=[O:33])[CH2:31][S:32][C:27]=4[CH:26]=3)=[N:14][CH:15]=2)[N:10]([CH3:22])[C:9]1=[O:23]. (2) Given the reactants FC1C=C([C:12]2[N:17]=[C:16]3[N:18]([CH2:21][C:22]4[CH:23]=[C:24]5[C:29](=[CH:30][CH:31]=4)[N:28]=[CH:27][CH:26]=[CH:25]5)[N:19]=[N:20][C:15]3=[CH:14][CH:13]=2)C=CC=1C(NC)=O.[N:32]1[CH:37]=[CH:36][CH:35]=[C:34](B(O)O)[CH:33]=1.C(=O)([O-])[O-].[K+].[K+].O1CCOCC1, predict the reaction product. The product is: [N:32]1[CH:37]=[CH:36][CH:35]=[C:34]([C:12]2[N:17]=[C:16]3[N:18]([CH2:21][C:22]4[CH:23]=[C:24]5[C:29](=[CH:30][CH:31]=4)[N:28]=[CH:27][CH:26]=[CH:25]5)[N:19]=[N:20][C:15]3=[CH:14][CH:13]=2)[CH:33]=1. (3) Given the reactants Cl[C:2]1[N:3]=[C:4]([N:14]2[CH2:19][CH2:18][O:17][CH2:16][CH2:15]2)[C:5]2[CH2:10][N:9]([C:11](=[O:13])[CH3:12])[CH2:8][C:6]=2[N:7]=1.[CH2:20]([NH:22][C:23]([NH:25][C:26]1[CH:31]=[CH:30][C:29](B2OC(C)(C)C(C)(C)O2)=[C:28]([F:41])[CH:27]=1)=[O:24])[CH3:21], predict the reaction product. The product is: [C:11]([N:9]1[CH2:10][C:5]2[C:4]([N:14]3[CH2:19][CH2:18][O:17][CH2:16][CH2:15]3)=[N:3][C:2]([C:29]3[CH:30]=[CH:31][C:26]([NH:25][C:23]([NH:22][CH2:20][CH3:21])=[O:24])=[CH:27][C:28]=3[F:41])=[N:7][C:6]=2[CH2:8]1)(=[O:13])[CH3:12]. (4) Given the reactants [CH:1]1([CH2:7][NH:8][C:9]([C:11]2[C:12]([C:18]([F:21])([F:20])[F:19])=[N:13][C:14](Cl)=[N:15][CH:16]=2)=[O:10])[CH2:6][CH2:5][CH2:4][CH2:3][CH2:2]1.[Cl:22][C:23]1[CH:24]=[C:25]([CH:27]=[CH:28][C:29]=1[F:30])[NH2:26], predict the reaction product. The product is: [CH:1]1([CH2:7][NH:8][C:9]([C:11]2[C:12]([C:18]([F:21])([F:20])[F:19])=[N:13][C:14]([NH:26][C:25]3[CH:27]=[CH:28][C:29]([F:30])=[C:23]([Cl:22])[CH:24]=3)=[N:15][CH:16]=2)=[O:10])[CH2:6][CH2:5][CH2:4][CH2:3][CH2:2]1. (5) Given the reactants C([O:3][C:4](=[O:22])[CH:5]([C:14](=[O:21])[NH:15][O:16][C:17]([CH3:20])([CH3:19])[CH3:18])[CH2:6][C:7]([O:9][C:10]([CH3:13])([CH3:12])[CH3:11])=[O:8])C.[OH-].[K+], predict the reaction product. The product is: [C:10]([O:9][C:7](=[O:8])[CH2:6][CH:5]([C:14](=[O:21])[NH:15][O:16][C:17]([CH3:20])([CH3:19])[CH3:18])[C:4]([OH:22])=[O:3])([CH3:13])([CH3:11])[CH3:12].